This data is from Forward reaction prediction with 1.9M reactions from USPTO patents (1976-2016). The task is: Predict the product of the given reaction. (1) Given the reactants [C:1]([C:3]1[CH:11]=[CH:10][CH:9]=[C:8]2[C:4]=1[C:5]([CH2:12]N(C)C)=[CH:6][NH:7]2)#[N:2].[N+:16]([CH2:19][C:20]([O:22][CH2:23][CH3:24])=[O:21])([O-:18])=[O:17], predict the reaction product. The product is: [C:1]([C:3]1[CH:11]=[CH:10][CH:9]=[C:8]2[C:4]=1[C:5]([CH2:12][CH:19]([N+:16]([O-:18])=[O:17])[C:20]([O:22][CH2:23][CH3:24])=[O:21])=[CH:6][NH:7]2)#[N:2]. (2) The product is: [Br:43][CH:34]1[CH:36]([CH2:39][CH2:40][CH3:41])[CH2:37][O:8][CH:7]([C:6]2[CH:5]=[C:4]([F:12])[C:3]([C:2]([F:1])([F:33])[O:13][C:14]3[CH:19]=[CH:18][C:17]([C:20]4[CH:25]=[C:24]([F:26])[C:23]([C:27]([F:29])([F:30])[F:28])=[C:22]([F:31])[CH:21]=4)=[C:16]([F:32])[CH:15]=3)=[C:10]([F:11])[CH:9]=2)[CH2:35]1. Given the reactants [F:1][C:2]([F:33])([O:13][C:14]1[CH:19]=[CH:18][C:17]([C:20]2[CH:25]=[C:24]([F:26])[C:23]([C:27]([F:30])([F:29])[F:28])=[C:22]([F:31])[CH:21]=2)=[C:16]([F:32])[CH:15]=1)[C:3]1[C:10]([F:11])=[CH:9][C:6]([CH:7]=[O:8])=[CH:5][C:4]=1[F:12].[CH:34]([CH:36]([CH2:39][CH2:40][CH3:41])[CH2:37]O)=[CH2:35].[Bi](Br)(Br)[Br:43], predict the reaction product.